Task: Regression. Given a peptide amino acid sequence and an MHC pseudo amino acid sequence, predict their binding affinity value. This is MHC class II binding data.. Dataset: Peptide-MHC class II binding affinity with 134,281 pairs from IEDB (1) The peptide sequence is PSPVRDHYILYCEGEL. The MHC is DRB5_0101 with pseudo-sequence DRB5_0101. The binding affinity (normalized) is 0.0633. (2) The peptide sequence is LNIKLNMPLYIAGNK. The MHC is DRB1_1501 with pseudo-sequence DRB1_1501. The binding affinity (normalized) is 0.756. (3) The peptide sequence is GPVFTFLAYLVLDPL. The MHC is DRB1_0405 with pseudo-sequence QEFFIASGAAVDAIMEVHFDYYSLQRATYHVGFT. The binding affinity (normalized) is 0.614.